This data is from Forward reaction prediction with 1.9M reactions from USPTO patents (1976-2016). The task is: Predict the product of the given reaction. (1) Given the reactants [CH3:1][O:2][C:3]1[CH:4]=[C:5]([CH:8]=[CH:9][CH:10]=1)[CH:6]=[O:7].[CH3:11][CH:12]([CH3:19])[C:13](=O)[C:14](=[N:16][OH:17])[CH3:15].Cl.C(=O)([O-])O.[Na+], predict the reaction product. The product is: [CH:12]([C:13]1[O:7][C:6]([C:5]2[CH:8]=[CH:9][CH:10]=[C:3]([O:2][CH3:1])[CH:4]=2)=[N+:16]([O-:17])[C:14]=1[CH3:15])([CH3:19])[CH3:11]. (2) Given the reactants C1C2C(=CC=CC=2)C[NH:2]1.[CH3:10][C@@H:11]([OH:42])[C@@:12]12[O:22][C@@:21]31[C:23]1[C:28]([NH:29][C@H:13]2[C:14]#[C:15][CH:16]=[CH:17][C:18]#[C:19][C@H:20]3[OH:41])=[C:27]2[C:30]([C:32]3[C:37]([C:38](=[O:39])[C:26]2=[C:25]([OH:40])[CH:24]=1)=[CH:36][CH:35]=[CH:34][CH:33]=3)=[O:31].C([O-])(O)=O.[Na+].[CH3:48][C:49](OC(OC(O[C:49]([CH3:51])([CH3:50])[CH3:48])=O)=O)([CH3:51])[CH3:50].[Al], predict the reaction product. The product is: [C:49]([NH:2][C:12]([CH:13]1[C:26]2[C:27](=[CH:30][CH:32]=[CH:37][CH:38]=2)[CH2:28][NH:29]1)=[O:22])([CH3:51])([CH3:50])[CH3:48].[CH3:10][C@@H:11]([OH:42])[C@@:12]12[O:22][C@@:21]31[C:23]1[C:28]([NH:29][C@H:13]2[C:14]#[C:15][CH:16]=[CH:17][C:18]#[C:19][C@H:20]3[OH:41])=[C:27]2[C:30]([C:32]3[C:37]([C:38](=[O:39])[C:26]2=[C:25]([OH:40])[CH:24]=1)=[CH:36][CH:35]=[CH:34][CH:33]=3)=[O:31]. (3) Given the reactants C1(C)C=CC(C2[C:15]3[C:14](N)=[N:13][CH:12]=[N:11][C:10]=3NC=2C=C)=CC=1.[CH2:20]1[CH2:24]O[CH2:22][CH2:21]1.O.[C:26]([CH2:28][C:29]([NH2:31])=[O:30])#[N:27].[NH:32]1CCCCC1.[CH:38](O)([CH3:40])C.[CH2:42]1[CH2:46]O[CH2:44][CH2:43]1, predict the reaction product. The product is: [C:26]([C:28](=[CH:22][C:21]1[NH:32][C:15]2[CH:10]=[N:11][CH:12]=[N:13][C:14]=2[C:20]=1[C:24]1[CH:40]=[CH:38][C:42]([CH3:46])=[CH:43][CH:44]=1)[C:29]([NH2:31])=[O:30])#[N:27]. (4) Given the reactants [C:1]([O:7][CH2:8][CH3:9])(=[O:6])[CH2:2][C:3]([CH3:5])=O.[NH3:10], predict the reaction product. The product is: [NH:10]=[C:3]([CH3:5])[CH2:2][C:1]([O:7][CH2:8][CH3:9])=[O:6]. (5) Given the reactants [N+](=[C:3](P(=O)(OC)OC)C(=O)C)=[N-].[N:13]1([CH2:18][C:19]2[CH:24]=[CH:23][C:22]([CH2:25][CH2:26][CH:27]=O)=[CH:21][CH:20]=2)[CH2:17][CH2:16][CH2:15][CH2:14]1.C([O-])([O-])=O.[K+].[K+], predict the reaction product. The product is: [CH2:25]([C:22]1[CH:23]=[CH:24][C:19]([CH2:18][N:13]2[CH2:17][CH2:16][CH2:15][CH2:14]2)=[CH:20][CH:21]=1)[CH2:26][C:27]#[CH:3].